This data is from Forward reaction prediction with 1.9M reactions from USPTO patents (1976-2016). The task is: Predict the product of the given reaction. Given the reactants [NH:1]1[CH2:9][CH2:8][CH:4]([C:5]([NH2:7])=[O:6])[CH2:3][CH2:2]1.[Cl:10][C:11]1[CH:12]=[N:13][CH:14]=[CH:15][C:16]=1Cl.C(N(CC)CC)C, predict the reaction product. The product is: [Cl:10][C:11]1[CH:12]=[N:13][CH:14]=[CH:15][C:16]=1[N:1]1[CH2:9][CH2:8][CH:4]([C:5]([NH2:7])=[O:6])[CH2:3][CH2:2]1.